The task is: Regression/Classification. Given a drug SMILES string, predict its toxicity properties. Task type varies by dataset: regression for continuous values (e.g., LD50, hERG inhibition percentage) or binary classification for toxic/non-toxic outcomes (e.g., AMES mutagenicity, cardiotoxicity, hepatotoxicity). Dataset: skin_reaction.. This data is from Skin sensitization/reaction prediction data. (1) The drug is CC(C)(O)CCCC1=CCC(C=O)CC1. The result is 1 (causes skin reaction). (2) The drug is CC(C)C1=CC2=CCC3C(C)(C(=O)O)CCCC3(C)C2CC1. The result is 1 (causes skin reaction). (3) The molecule is NCCN. The result is 1 (causes skin reaction). (4) The molecule is C=C(C)C(=O)OCC(O)COc1ccc(C(C)(C)c2ccc(OCC(O)COC(=O)C(=C)C)cc2)cc1. The result is 1 (causes skin reaction). (5) The molecule is CNc1ccc(O)cc1. The result is 1 (causes skin reaction). (6) The drug is CC(C)N(C(=O)CN1C(=O)C(N)C(=O)N(c2ccccc2)c2ccccc21)c1ccccc1. The result is 0 (no skin reaction). (7) The compound is CON=C1CN(c2nc3c(cc2F)c(=O)c(C(=O)O)cn3C2CC2)CC1CN. The result is 1 (causes skin reaction). (8) The drug is CCCCCCCCCCCCCCCCCCCCBr. The result is 1 (causes skin reaction). (9) The drug is C=CC(C)(O)CCC=C(C)C=O. The result is 1 (causes skin reaction). (10) The compound is Nc1cc(F)cc(-c2cccnc2)c1. The result is 1 (causes skin reaction).